The task is: Predict the reaction yield, written as a fraction of the theoretical maximum amount of product (1.0 means a 100% yield; for example, 0.34 means a 34% yield).. This data is from Reaction yield outcomes from USPTO patents with 853,638 reactions. (1) The reactants are [NH2:1][C:2]1[CH:3]=[C:4]([C:8]2[C:12]([Br:13])=[CH:11][N:10]([CH3:14])[N:9]=2)[CH:5]=[CH:6][CH:7]=1.C(N(CC)CC)C.[F:22][C:23]([F:36])([F:35])[O:24][C:25]1[CH:30]=[CH:29][C:28]([CH2:31][C:32](O)=[O:33])=[CH:27][CH:26]=1.CN(C(ON1N=NC2C=CC=CC1=2)=[N+](C)C)C.F[P-](F)(F)(F)(F)F.C1C=CC2N(O)N=NC=2C=1. The catalyst is CN(C=O)C. The product is [Br:13][C:12]1[C:8]([C:4]2[CH:3]=[C:2]([NH:1][C:32](=[O:33])[CH2:31][C:28]3[CH:29]=[CH:30][C:25]([O:24][C:23]([F:35])([F:22])[F:36])=[CH:26][CH:27]=3)[CH:7]=[CH:6][CH:5]=2)=[N:9][N:10]([CH3:14])[CH:11]=1. The yield is 0.680. (2) The reactants are C([O-])([O-])=O.[K+].[K+].Cl.[O:8]=[S:9]1(=[O:15])[CH2:14][CH2:13][NH:12][CH2:11][CH2:10]1.[F:16][C:17]1[CH:18]=[C:19]([N+:24]([O-:26])=[O:25])[CH:20]=[CH:21][C:22]=1F. The catalyst is CS(C)=O.O. The product is [F:16][C:17]1[CH:18]=[C:19]([N+:24]([O-:26])=[O:25])[CH:20]=[CH:21][C:22]=1[N:12]1[CH2:13][CH2:14][S:9](=[O:15])(=[O:8])[CH2:10][CH2:11]1. The yield is 0.700. (3) The reactants are [OH:1][C:2]1[C:3]([CH3:8])=[N:4][CH:5]=[CH:6][CH:7]=1.[H-].[Na+].[Cl:11][CH2:12][CH2:13][CH2:14]I.[Na+].[Cl-]. The catalyst is CN(C)C=O.O. The product is [Cl:11][CH2:12][CH2:13][CH2:14][O:1][C:2]1[C:3]([CH3:8])=[N:4][CH:5]=[CH:6][CH:7]=1. The yield is 0.962.